From a dataset of Catalyst prediction with 721,799 reactions and 888 catalyst types from USPTO. Predict which catalyst facilitates the given reaction. (1) Reactant: Br[C:2]1[CH:7]=[C:6]([CH3:8])[CH:5]=[CH:4][C:3]=1[Cl:9].[C:10]1(B(O)O)[CH:15]=[CH:14][CH:13]=[CH:12][CH:11]=1.C([O-])([O-])=O.[Na+].[Na+]. Product: [Cl:9][C:3]1[CH:4]=[CH:5][C:6]([CH3:8])=[CH:7][C:2]=1[C:10]1[CH:15]=[CH:14][CH:13]=[CH:12][CH:11]=1. The catalyst class is: 57. (2) Reactant: [C:1]([O:5][C:6]([NH:8][C@:9]1([C:15]([O:17]CC)=[O:16])[CH2:11][C@H:10]1[CH:12]1[CH2:14][CH2:13]1)=[O:7])([CH3:4])([CH3:3])[CH3:2].C1COCC1.CO.O.O[Li].O. Product: [C:1]([O:5][C:6]([NH:8][C@:9]1([C:15]([OH:17])=[O:16])[CH2:11][C@H:10]1[CH:12]1[CH2:14][CH2:13]1)=[O:7])([CH3:4])([CH3:2])[CH3:3]. The catalyst class is: 6. (3) Reactant: [F:1][C:2]1([C:20]([O:22]CC)=[O:21])[CH2:7][CH2:6][N:5]([CH:8]2[CH2:14][CH2:13][CH2:12][N:11]([C:15]([O:17][CH2:18][CH3:19])=[O:16])[CH2:10][CH2:9]2)[CH2:4][CH2:3]1.[Li+].[OH-].Cl. Product: [CH2:18]([O:17][C:15]([N:11]1[CH2:12][CH2:13][CH2:14][CH:8]([N:5]2[CH2:4][CH2:3][C:2]([F:1])([C:20]([OH:22])=[O:21])[CH2:7][CH2:6]2)[CH2:9][CH2:10]1)=[O:16])[CH3:19]. The catalyst class is: 1. (4) Reactant: [Br:1][C:2]1[CH:3]=[C:4]([C:9]2[O:10][C:11]3[CH:17]=[CH:16][CH:15]=[C:14]([C:18]#[N:19])[C:12]=3[N:13]=2)[C:5]([NH2:8])=[N:6][CH:7]=1.[C:20](O[C:20]([O:22][C:23]([CH3:26])([CH3:25])[CH3:24])=[O:21])([O:22][C:23]([CH3:26])([CH3:25])[CH3:24])=[O:21]. Product: [Br:1][C:2]1[CH:3]=[C:4]([C:9]2[O:10][C:11]3[CH:17]=[CH:16][CH:15]=[C:14]([C:18]#[N:19])[C:12]=3[N:13]=2)[C:5]([N:8]([C:20]([O:22][C:23]([CH3:26])([CH3:25])[CH3:24])=[O:21])[C:20](=[O:21])[O:22][C:23]([CH3:26])([CH3:25])[CH3:24])=[N:6][CH:7]=1. The catalyst class is: 456. (5) Reactant: [CH2:1]([O:3][C:4]([C:6]1[CH:7]=[N:8][CH:9]=[C:10](B2OC(C)(C)C(C)(C)O2)[CH:11]=1)=[O:5])[CH3:2].Cl[C:22]1[N:27]=[N:26][C:25]([N:28]2[CH2:31][CH:30]([OH:32])[CH2:29]2)=[CH:24][CH:23]=1.C1(P(C2CCCCC2)C2CCCCC2)CCCCC1.P([O-])([O-])([O-])=O.[K+].[K+].[K+]. Product: [OH:32][CH:30]1[CH2:31][N:28]([C:25]2[N:26]=[N:27][C:22]([C:10]3[CH:9]=[N:8][CH:7]=[C:6]([CH:11]=3)[C:4]([O:3][CH2:1][CH3:2])=[O:5])=[CH:23][CH:24]=2)[CH2:29]1. The catalyst class is: 110. (6) Reactant: I[C:2]1[CH:3]=[C:4]([C:20]([NH:22][CH2:23][C:24]2[CH:29]=[CH:28][C:27]([S:30]([CH3:33])(=[O:32])=[O:31])=[CH:26][CH:25]=2)=[O:21])[C:5](=[O:19])[N:6]([C:9]2[CH:14]=[CH:13][CH:12]=[C:11]([C:15]([F:18])([F:17])[F:16])[CH:10]=2)[C:7]=1[CH3:8].[CH3:34][C:35]1[C:39]([Sn](CCCC)(CCCC)CCCC)=[CH:38][O:37][N:36]=1.C(OCC)(=O)C.O. Product: [CH3:8][C:7]1[N:6]([C:9]2[CH:14]=[CH:13][CH:12]=[C:11]([C:15]([F:16])([F:17])[F:18])[CH:10]=2)[C:5](=[O:19])[C:4]([C:20]([NH:22][CH2:23][C:24]2[CH:29]=[CH:28][C:27]([S:30]([CH3:33])(=[O:31])=[O:32])=[CH:26][CH:25]=2)=[O:21])=[CH:3][C:2]=1[C:39]1[C:35]([CH3:34])=[N:36][O:37][CH:38]=1. The catalyst class is: 104.